Dataset: Forward reaction prediction with 1.9M reactions from USPTO patents (1976-2016). Task: Predict the product of the given reaction. (1) Given the reactants [Br:1][C:2]1[CH:3]=[C:4]([CH:8]([C:10]2[CH:15]=[CH:14][CH:13]=[CH:12][CH:11]=2)O)[CH:5]=[CH:6][CH:7]=1.C(O)(C(F)(F)F)=O.[OH-].[Na+], predict the reaction product. The product is: [Br:1][C:2]1[CH:7]=[CH:6][CH:5]=[C:4]([CH2:8][C:10]2[CH:11]=[CH:12][CH:13]=[CH:14][CH:15]=2)[CH:3]=1. (2) The product is: [I:1][C:2]1[C:10]2[CH:9]=[N:8][CH:7]=[N:6][C:5]=2[N:4]([CH:18]([CH3:20])[CH3:19])[CH:3]=1. Given the reactants [I:1][C:2]1[C:10]2[CH:9]=[N:8][CH:7]=[N:6][C:5]=2[NH:4][CH:3]=1.C(=O)([O-])[O-].[Cs+].[Cs+].I[CH:18]([CH3:20])[CH3:19].[Cl-].[NH4+], predict the reaction product.